Dataset: Peptide-MHC class II binding affinity with 134,281 pairs from IEDB. Task: Regression. Given a peptide amino acid sequence and an MHC pseudo amino acid sequence, predict their binding affinity value. This is MHC class II binding data. (1) The peptide sequence is LIDDVIAILPVDELY. The MHC is HLA-DPA10201-DPB10101 with pseudo-sequence HLA-DPA10201-DPB10101. The binding affinity (normalized) is 0.424. (2) The peptide sequence is ILNTWLVKPGAGIMI. The MHC is HLA-DPA10301-DPB10402 with pseudo-sequence HLA-DPA10301-DPB10402. The binding affinity (normalized) is 0.371. (3) The peptide sequence is VLQAGFFLITRILTIPQSLD. The MHC is DRB1_1501 with pseudo-sequence DRB1_1501. The binding affinity (normalized) is 0.140. (4) The peptide sequence is LVKFPGGGQIVGGVY. The MHC is HLA-DQA10501-DQB10301 with pseudo-sequence HLA-DQA10501-DQB10301. The binding affinity (normalized) is 0.794. (5) The peptide sequence is FNIQYVNYWFAPGAA. The MHC is DRB1_0701 with pseudo-sequence DRB1_0701. The binding affinity (normalized) is 0.246. (6) The peptide sequence is ILGAAVNGKKSAHGS. The MHC is HLA-DQA10501-DQB10303 with pseudo-sequence HLA-DQA10501-DQB10303. The binding affinity (normalized) is 0.409. (7) The peptide sequence is AARVTAILSSLTVTQLLRRL. The MHC is DRB1_0401 with pseudo-sequence DRB1_0401. The binding affinity (normalized) is 0.745. (8) The peptide sequence is IGRIAETILGYNPSA. The MHC is DRB1_0101 with pseudo-sequence DRB1_0101. The binding affinity (normalized) is 0.670.